Dataset: Full USPTO retrosynthesis dataset with 1.9M reactions from patents (1976-2016). Task: Predict the reactants needed to synthesize the given product. (1) The reactants are: [CH2:1]([O:3][C:4]([C:6]1[NH:7][C:8]([CH3:21])=[C:9]([C:12]2[CH:17]=[CH:16][C:15]([C:18]([OH:20])=O)=[CH:14][CH:13]=2)[C:10]=1[CH3:11])=[O:5])[CH3:2].C(Cl)(=O)C(Cl)=O.[CH3:28][O:29][C:30]1[CH:31]=[C:32]([NH2:36])[CH:33]=[CH:34][CH:35]=1.C(=O)(O)[O-].[Na+]. Given the product [CH2:1]([O:3][C:4]([C:6]1[NH:7][C:8]([CH3:21])=[C:9]([C:12]2[CH:13]=[CH:14][C:15]([C:18](=[O:20])[NH:36][C:32]3[CH:33]=[CH:34][CH:35]=[C:30]([O:29][CH3:28])[CH:31]=3)=[CH:16][CH:17]=2)[C:10]=1[CH3:11])=[O:5])[CH3:2], predict the reactants needed to synthesize it. (2) Given the product [CH2:1]([O:8][C:9]1[CH:33]=[CH:32][C:12]([CH2:13][N:14]([CH2:24][CH2:25][C:26]2[CH:31]=[CH:30][CH:29]=[CH:28][N:27]=2)[C:15](=[O:23])[C:16]2[CH:21]=[CH:20][CH:19]=[CH:18][C:17]=2[Cl:22])=[CH:11][C:10]=1[O:34][CH2:42][C:43](=[O:44])[N:45]([CH3:47])[CH3:46])[C:2]1[CH:7]=[CH:6][CH:5]=[CH:4][CH:3]=1, predict the reactants needed to synthesize it. The reactants are: [CH2:1]([O:8][C:9]1[CH:33]=[CH:32][C:12]([CH2:13][N:14]([CH2:24][CH2:25][C:26]2[CH:31]=[CH:30][CH:29]=[CH:28][N:27]=2)[C:15](=[O:23])[C:16]2[CH:21]=[CH:20][CH:19]=[CH:18][C:17]=2[Cl:22])=[CH:11][C:10]=1[OH:34])[C:2]1[CH:7]=[CH:6][CH:5]=[CH:4][CH:3]=1.C([O-])([O-])=O.[K+].[K+].Cl[CH2:42][C:43]([N:45]([CH3:47])[CH3:46])=[O:44]. (3) Given the product [C:1]([O:5][C:6]([N:8]1[CH2:13][CH2:12][CH:11]([C:14]([Cl:19])=[O:16])[CH2:10][CH2:9]1)=[O:7])([CH3:4])([CH3:3])[CH3:2], predict the reactants needed to synthesize it. The reactants are: [C:1]([O:5][C:6]([N:8]1[CH2:13][CH2:12][CH:11]([C:14]([OH:16])=O)[CH2:10][CH2:9]1)=[O:7])([CH3:4])([CH3:3])[CH3:2].S(Cl)([Cl:19])=O. (4) Given the product [Cl:1][C:2]1[CH:3]=[C:4]([CH:24]=[CH:25][C:26]=1[F:27])[CH2:5][N:6]1[CH2:15][CH2:14][C:13]2[C:8](=[C:9]([OH:22])[C:10](=[O:21])[N:11]([CH3:28])[C:12]=2[C:16]([N:18]([CH3:20])[CH3:19])=[O:17])[C:7]1=[O:23], predict the reactants needed to synthesize it. The reactants are: [Cl:1][C:2]1[CH:3]=[C:4]([CH:24]=[CH:25][C:26]=1[F:27])[CH2:5][N:6]1[CH2:15][CH2:14][C:13]2[C:12]([C:16]([N:18]([CH3:20])[CH3:19])=[O:17])=[N:11][C:10]([OH:21])=[C:9]([OH:22])[C:8]=2[C:7]1=[O:23].[CH3:28][O-].C[O-].[Mg+2].CI.Cl.S(=O)(O)[O-].[Na+]. (5) Given the product [I:25][CH2:2][CH2:3][CH2:4][O:5][C:6]1[CH:11]=[CH:10][C:9]([NH:12][CH:13]=[C:14]2[C:22]3[C:17](=[CH:18][CH:19]=[CH:20][CH:21]=3)[NH:16][C:15]2=[O:23])=[CH:8][CH:7]=1, predict the reactants needed to synthesize it. The reactants are: Cl[CH2:2][CH2:3][CH2:4][O:5][C:6]1[CH:11]=[CH:10][C:9]([NH:12][CH:13]=[C:14]2[C:22]3[C:17](=[CH:18][CH:19]=[CH:20][CH:21]=3)[NH:16][C:15]2=[O:23])=[CH:8][CH:7]=1.[Na+].[I-:25]. (6) Given the product [CH3:1][O:2][C:3]1[CH:4]=[CH:5][C:6]([N:9]2[C:13]([C:14]([O:16][CH3:17])=[O:15])=[CH:12][C:11]([NH:23][C:29]([O:31][CH3:32])=[O:30])=[N:10]2)=[CH:7][CH:8]=1, predict the reactants needed to synthesize it. The reactants are: [CH3:1][O:2][C:3]1[CH:8]=[CH:7][C:6]([N:9]2[C:13]([C:14]([O:16][CH3:17])=[O:15])=[CH:12][C:11](C(O)=O)=[N:10]2)=[CH:5][CH:4]=1.C([N:23](CC)CC)C.Cl[C:29]([O:31][CH2:32]C(C)C)=[O:30].[N-]=[N+]=[N-].[Na+].